From a dataset of Forward reaction prediction with 1.9M reactions from USPTO patents (1976-2016). Predict the product of the given reaction. (1) Given the reactants [N:1]1[CH:6]=[CH:5][CH:4]=[C:3]([NH:7][C:8](=[O:15])OCC(Cl)(Cl)Cl)[N:2]=1.[F:16][C:17]1[C:22]([F:23])=[CH:21][CH:20]=[CH:19][C:18]=1[C:24]1[CH:29]=[CH:28][CH:27]=[C:26]([N:30]2[CH2:35][CH2:34][NH:33][CH2:32][CH2:31]2)[CH:25]=1, predict the reaction product. The product is: [F:16][C:17]1[C:22]([F:23])=[CH:21][CH:20]=[CH:19][C:18]=1[C:24]1[CH:29]=[CH:28][CH:27]=[C:26]([N:30]2[CH2:31][CH2:32][N:33]([C:8]([NH:7][C:3]3[N:2]=[N:1][CH:6]=[CH:5][CH:4]=3)=[O:15])[CH2:34][CH2:35]2)[CH:25]=1. (2) The product is: [CH3:24][C@H:22]1[NH:32][C:35](=[O:39])[CH:9]([C:11]([O:13][CH3:70])=[O:12])[CH2:10][CH2:20]1. Given the reactants P([O-])([O-])(O)=O.[Na+].[Na+].N[C@@H:9]([C:11]([OH:13])=[O:12])[CH3:10].O=C[C@@H]([C@H]([C@@H:20]([C@@H:22]([CH2:24]O)O)O)O)O.C1N=C(N)C2N=C[N:32]([C@@H:35]3[O:39][C@H](COP(OP(OC[C@H]4O[C@@H](N5C=C(C(N)=O)CC=C5)[C@H](O)[C@@H]4O)(O)=O)(O)=O)[C@@H](O)[C@H]3O)C=2N=1.[C:70]([O-])(=O)C(C)O, predict the reaction product. (3) Given the reactants [C:1]1([C@@H:7]2[CH2:11][NH:10][CH2:9][C@H:8]2[NH:12][C:13](=[O:19])[O:14][C:15]([CH3:18])([CH3:17])[CH3:16])[CH:6]=[CH:5][CH:4]=[CH:3][CH:2]=1.CCN(C(C)C)C(C)C.Br[CH2:30][CH2:31][O:32][CH3:33].O, predict the reaction product. The product is: [CH3:33][O:32][CH2:31][CH2:30][N:10]1[CH2:11][C@@H:7]([C:1]2[CH:2]=[CH:3][CH:4]=[CH:5][CH:6]=2)[C@H:8]([NH:12][C:13](=[O:19])[O:14][C:15]([CH3:16])([CH3:18])[CH3:17])[CH2:9]1.